From a dataset of Forward reaction prediction with 1.9M reactions from USPTO patents (1976-2016). Predict the product of the given reaction. (1) Given the reactants [C:1]1([C:7]23[CH2:14][CH2:13][C:10]([C:15]([OH:17])=O)([CH2:11][CH2:12]2)[CH2:9][CH2:8]3)[CH:6]=[CH:5][CH:4]=[CH:3][CH:2]=1.C(Cl)(=O)C([Cl:21])=O, predict the reaction product. The product is: [C:1]1([C:7]23[CH2:14][CH2:13][C:10]([C:15]([Cl:21])=[O:17])([CH2:11][CH2:12]2)[CH2:9][CH2:8]3)[CH:6]=[CH:5][CH:4]=[CH:3][CH:2]=1. (2) Given the reactants [OH:1][CH2:2][C:3]1[C:11]2[O:10][N:9]=[C:8]([CH3:12])[C:7]=2[CH:6]=[CH:5][C:4]=1[OH:13].C(=O)([O-])[O-].[K+].[K+].[F:20][C:21]1[CH:28]=[CH:27][C:24]([CH2:25]Br)=[CH:23][CH:22]=1.CCCCCCC.COC(C)(C)C, predict the reaction product. The product is: [F:20][C:21]1[CH:28]=[CH:27][C:24]([CH2:25][O:13][C:4]2[CH:5]=[CH:6][C:7]3[C:8]([CH3:12])=[N:9][O:10][C:11]=3[C:3]=2[CH2:2][OH:1])=[CH:23][CH:22]=1. (3) Given the reactants [BH4-].[Na+].[Cl:3][C:4]1[N:9]=[CH:8][C:7]([C:10](=[O:28])[CH:11]([CH2:17][C:18]2[CH:23]=[CH:22][C:21]([C:24]([F:27])([F:26])[F:25])=[CH:20][CH:19]=2)[C:12]([O:14][CH2:15][CH3:16])=[O:13])=[CH:6][CH:5]=1.Cl, predict the reaction product. The product is: [Cl:3][C:4]1[N:9]=[CH:8][C:7]([CH:10]([OH:28])[CH:11]([CH2:17][C:18]2[CH:19]=[CH:20][C:21]([C:24]([F:25])([F:26])[F:27])=[CH:22][CH:23]=2)[C:12]([O:14][CH2:15][CH3:16])=[O:13])=[CH:6][CH:5]=1. (4) Given the reactants [CH3:1][O:2][C:3](=[O:13])[CH2:4][NH:5][C:6]([O:8][C:9]([CH3:12])([CH3:11])[CH3:10])=[O:7].[H-].[Na+].Cl[CH2:17][CH2:18][N:19]1[CH2:24][CH2:23][O:22][CH2:21][CH2:20]1, predict the reaction product. The product is: [CH3:1][O:2][C:3](=[O:13])[CH2:4][N:5]([C:6]([O:8][C:9]([CH3:10])([CH3:12])[CH3:11])=[O:7])[CH2:17][CH2:18][N:19]1[CH2:24][CH2:23][O:22][CH2:21][CH2:20]1. (5) Given the reactants [NH2:1][C:2]1[N:3]([CH3:22])[C:4](=[O:21])[C@:5]2([N:20]=1)[C:14]1[CH:13]=[C:12](Br)[CH:11]=[CH:10][C:9]=1[O:8][C@H:7]1[CH2:16][CH2:17][O:18][CH2:19][C@H:6]21.[C:23]([C:25]1[CH:26]=[C:27](B(O)O)[CH:28]=[CH:29][CH:30]=1)#[N:24], predict the reaction product. The product is: [NH2:1][C:2]1[N:3]([CH3:22])[C:4](=[O:21])[C@:5]2([N:20]=1)[C:14]1[CH:13]=[C:12]([C:29]3[CH:30]=[C:25]([CH:26]=[CH:27][CH:28]=3)[C:23]#[N:24])[CH:11]=[CH:10][C:9]=1[O:8][C@H:7]1[CH2:16][CH2:17][O:18][CH2:19][C@H:6]21. (6) Given the reactants [OH-].[Na+].[F:3][C:4]1[C:13]([N:14](S(CCC)(=O)=O)[S:15]([CH2:18][CH2:19][CH3:20])(=[O:17])=[O:16])=[CH:12][CH:11]=[C:10]([F:27])[C:5]=1[C:6]([O:8]C)=[O:7], predict the reaction product. The product is: [F:3][C:4]1[C:13]([NH:14][S:15]([CH2:18][CH2:19][CH3:20])(=[O:16])=[O:17])=[CH:12][CH:11]=[C:10]([F:27])[C:5]=1[C:6]([OH:8])=[O:7]. (7) The product is: [C:42]([C:17]1[CH:18]=[C:19]2[C:24](=[CH:25][C:16]=1[O:15][CH2:14][CH:11]1[CH2:10][CH2:9][NH:8][CH2:13][CH2:12]1)[N:23]=[CH:22][CH:21]=[C:20]2[O:26][C:27]1[CH:28]=[CH:29][C:30]([NH:33][C:34]([NH:36][C:37]2[S:38][CH:39]=[CH:40][N:41]=2)=[O:35])=[CH:31][CH:32]=1)#[N:43]. Given the reactants C(OC([N:8]1[CH2:13][CH2:12][CH:11]([CH2:14][O:15][C:16]2[CH:25]=[C:24]3[C:19]([C:20]([O:26][C:27]4[CH:32]=[CH:31][C:30]([NH:33][C:34]([NH:36][C:37]5[S:38][CH:39]=[CH:40][N:41]=5)=[O:35])=[CH:29][CH:28]=4)=[CH:21][CH:22]=[N:23]3)=[CH:18][C:17]=2[C:42]#[N:43])[CH2:10][CH2:9]1)=O)(C)(C)C.FC(F)(F)C(O)=O, predict the reaction product.